Dataset: Reaction yield outcomes from USPTO patents with 853,638 reactions. Task: Predict the reaction yield, written as a fraction of the theoretical maximum amount of product (1.0 means a 100% yield; for example, 0.34 means a 34% yield). The reactants are [CH3:1][C:2]1[O:3][C:4]([C:10]([F:13])([F:12])[F:11])=[C:5]([C:7]([OH:9])=O)[N:6]=1.C(Cl)(=O)C(Cl)=O.[NH2:20][C:21]1[CH:22]=[C:23]([CH:40]=[CH:41][C:42]=1[CH3:43])[O:24][C:25]1[CH:26]=[CH:27][C:28]2[N:29]([N:31]=[C:32]([NH:34][C:35]([CH:37]3[CH2:39][CH2:38]3)=[O:36])[N:33]=2)[CH:30]=1.C(=O)([O-])[O-].[Na+].[Na+]. The catalyst is O1CCCC1.CN(C)C=O.O.CO. The product is [CH:37]1([C:35]([NH:34][C:32]2[N:33]=[C:28]3[CH:27]=[CH:26][C:25]([O:24][C:23]4[CH:40]=[CH:41][C:42]([CH3:43])=[C:21]([NH:20][C:7]([C:5]5[N:6]=[C:2]([CH3:1])[O:3][C:4]=5[C:10]([F:13])([F:12])[F:11])=[O:9])[CH:22]=4)=[CH:30][N:29]3[N:31]=2)=[O:36])[CH2:38][CH2:39]1. The yield is 0.810.